From a dataset of Forward reaction prediction with 1.9M reactions from USPTO patents (1976-2016). Predict the product of the given reaction. (1) Given the reactants [NH2:1][C:2]1[CH:3]=[C:4]([CH:18]=[C:19]([NH2:21])[CH:20]=1)[C:5]([NH:7][C:8]1[N:13]=[CH:12][C:11]([C:14]([O:16][CH3:17])=[O:15])=[CH:10][CH:9]=1)=[O:6].[CH3:22][C:23]1[CH:31]=[CH:30][CH:29]=[CH:28][C:24]=1[C:25](O)=[O:26].CN(C(ON1N=N[C:42]2[CH:43]=[CH:44][CH:45]=N[C:41]1=2)=[N+](C)C)C.F[P-](F)(F)(F)(F)F.[CH:56](N(C(C)C)CC)(C)[CH3:57].CN([CH:68]=[O:69])C, predict the reaction product. The product is: [CH3:41][C:42]1[CH:57]=[CH:56][CH:45]=[CH:44][C:43]=1[C:68]([NH:1][C:2]1[CH:3]=[C:4]([CH:18]=[C:19]([NH:21][C:25](=[O:26])[C:24]2[CH:28]=[CH:29][CH:30]=[CH:31][C:23]=2[CH3:22])[CH:20]=1)[C:5]([NH:7][C:8]1[N:13]=[CH:12][C:11]([C:14]([O:16][CH3:17])=[O:15])=[CH:10][CH:9]=1)=[O:6])=[O:69]. (2) The product is: [NH2:12][C:7]1[CH:6]=[CH:5][C:4]2[C:9](=[CH:10][CH:11]=[C:2]([CH:57]=[O:58])[CH:3]=2)[N:8]=1. Given the reactants I[C:2]1[CH:3]=[C:4]2[C:9](=[CH:10][CH:11]=1)[N:8]=[C:7]([NH2:12])[CH:6]=[CH:5]2.C(N(CC)CC)C.C1(C(C2C=CC=CC=2)CCP)C=CC=CC=1.C([SiH](CCCCCC)CCCCCC)CCCCC.CN(C)[CH:57]=[O:58], predict the reaction product. (3) The product is: [C:13]([C:9]1[CH:10]=[C:11]2[C:6](=[CH:7][CH:8]=1)[NH:5][C:4]([OH:3])=[C:12]2[C:16]1[CH:21]=[CH:20][C:19]([CH2:22][N:23]2[CH2:27][CH2:26][C@H:25]3[CH2:28][N:29]([C:31]([O:33][CH2:34][CH3:35])=[O:32])[CH2:30][C@@H:24]23)=[CH:18][N+:17]=1[O-:36])#[N:14]. Given the reactants [H-].[Na+].[O:3]=[C:4]1[CH2:12][C:11]2[C:6](=[CH:7][CH:8]=[C:9]([C:13]#[N:14])[CH:10]=2)[NH:5]1.Cl[C:16]1[CH:21]=[CH:20][C:19]([CH2:22][N:23]2[CH2:27][CH2:26][C@H:25]3[CH2:28][N:29]([C:31]([O:33][CH2:34][CH3:35])=[O:32])[CH2:30][C@@H:24]23)=[CH:18][N+:17]=1[O-:36], predict the reaction product. (4) Given the reactants C(N(CC)C(C)C)(C)C.[F:10][C:11]1[CH:12]=[C:13]([C:18]2[CH:23]=[CH:22][C:21]([C:24]([OH:26])=O)=[C:20]([N+:27]([O-:29])=[O:28])[CH:19]=2)[CH:14]=[CH:15][C:16]=1[F:17].CN(C(ON1N=NC2C=CC=NC1=2)=[N+](C)C)C.F[P-](F)(F)(F)(F)F.FC(F)(F)C(O)=O.[NH2:61][C@H:62]([C:69]([O:71][CH2:72][C:73]1[CH:78]=[CH:77][CH:76]=[CH:75][CH:74]=1)=[O:70])[CH2:63][C:64]([O:66][CH2:67][CH3:68])=[O:65].C([O-])(O)=O.[Na+], predict the reaction product. The product is: [F:10][C:11]1[CH:12]=[C:13]([C:18]2[CH:23]=[CH:22][C:21]([C:24]([NH:61][C@H:62]([C:69]([O:71][CH2:72][C:73]3[CH:74]=[CH:75][CH:76]=[CH:77][CH:78]=3)=[O:70])[CH2:63][C:64]([O:66][CH2:67][CH3:68])=[O:65])=[O:26])=[C:20]([N+:27]([O-:29])=[O:28])[CH:19]=2)[CH:14]=[CH:15][C:16]=1[F:17]. (5) The product is: [OH:21][C:4]1[CH:5]=[C:6]([C:7]2[O:19][C:12]3[C:11]([C:9](=[O:10])[C:8]=2[CH2:37][P:38](=[O:39])([O:43][CH2:44][CH3:45])[O:40][CH2:41][CH3:42])=[C:16]([OH:17])[CH:15]=[C:14]([OH:18])[CH:13]=3)[CH:1]=[CH:2][C:3]=1[OH:22]. Given the reactants [CH:1]1[C:6]([C:7]2[O:17][C:16]3[CH:15]=[C:14]([OH:18])[CH:13]=[C:12]([OH:19])[C:11]=3[C:9](=[O:10])[C:8]=2O)=[CH:5][C:4]([OH:21])=[C:3]([OH:22])[CH:2]=1.O.[H-].[Na+].ClC1C=CC(S(O[CH2:37][P:38]([O:43][CH2:44][CH3:45])([O:40][CH2:41][CH3:42])=[O:39])(=O)=O)=CC=1.C1C(C2OC3C=C(O)C=C(O)C=3C(=O)C=2O)=CC(O)=C(O)C=1, predict the reaction product.